This data is from Full USPTO retrosynthesis dataset with 1.9M reactions from patents (1976-2016). The task is: Predict the reactants needed to synthesize the given product. (1) Given the product [Cl:1][C:2]1[CH:14]=[CH:13][C:5]2[CH:6]([CH3:12])[N:7]([CH3:19])[NH:8][S:9](=[O:11])(=[O:10])[C:4]=2[C:3]=1[Cl:15], predict the reactants needed to synthesize it. The reactants are: [Cl:1][C:2]1[CH:14]=[CH:13][C:5]2[CH:6]([CH3:12])[NH:7][NH:8][S:9](=[O:11])(=[O:10])[C:4]=2[C:3]=1[Cl:15].C=O.O1CCC[CH2:19]1.[H][H]. (2) Given the product [F:3][C:4]1[CH:9]=[CH:8][C:7]([F:10])=[CH:6][C:5]=1/[CH:11]=[CH:12]/[CH2:13][N:14]([CH2:15][CH:16]([CH2:22][CH2:23][CH2:24][C:25]1[C:34]2[C:29](=[CH:30][CH:31]=[C:32]([O:35][CH3:36])[CH:33]=2)[N:28]=[CH:27][C:26]=1[F:37])[C:17]([O:19][CH2:20][CH3:21])=[O:18])[CH3:38], predict the reactants needed to synthesize it. The reactants are: C=O.[F:3][C:4]1[CH:9]=[CH:8][C:7]([F:10])=[CH:6][C:5]=1/[CH:11]=[CH:12]/[CH2:13][NH:14][CH2:15][CH:16]([CH2:22][CH2:23][CH2:24][C:25]1[C:34]2[C:29](=[CH:30][CH:31]=[C:32]([O:35][CH3:36])[CH:33]=2)[N:28]=[CH:27][C:26]=1[F:37])[C:17]([O:19][CH2:20][CH3:21])=[O:18].[C:38](O[BH-](OC(=O)C)OC(=O)C)(=O)C.[Na+]. (3) Given the product [Br:1][C:2]1[CH:3]=[CH:4][C:5]2[CH:11]3[CH2:10][CH:9]([CH2:12]3)[N:8]3[C:13]([CH:19]4[CH2:20][N:52]([C:50]([O:49][C:45]([CH3:48])([CH3:47])[CH3:46])=[O:51])[CH2:21]4)=[C:14]([C:16](=[O:17])[NH2:18])[N:15]=[C:7]3[C:6]=2[CH:22]=1, predict the reactants needed to synthesize it. The reactants are: [Br:1][C:2]1[C:3](F)=[CH:4][C:5]2[CH:11]3[CH2:12][CH:9]([CH2:10]3)[N:8]3[C:13]([CH:19]4[CH2:21][CH2:20]4)=[C:14]([C:16]([NH2:18])=[O:17])[N:15]=[C:7]3[C:6]=2[CH:22]=1.BrC1C=CC2C3CC(C3)N3C(I)=C(C(N)=O)N=C3C=2C=1.[I-].[C:45]([O:49][C:50]([N:52]1CC([Zn+])C1)=[O:51])([CH3:48])([CH3:47])[CH3:46]. (4) Given the product [CH2:12]([O:19][C:20]1[CH:37]=[CH:36][C:23]([N:24]([CH2:25][C@H:26]([O:28][Si:29]([C:32]([CH3:33])([CH3:35])[CH3:34])([CH3:31])[CH3:30])[CH3:27])[C:8]([C:7]2[C:6]([Cl:11])=[N:5][CH:4]=[N:3][C:2]=2[Cl:1])=[O:9])=[CH:22][CH:21]=1)[C:13]1[CH:14]=[CH:15][CH:16]=[CH:17][CH:18]=1, predict the reactants needed to synthesize it. The reactants are: [Cl:1][C:2]1[C:7]([C:8](Cl)=[O:9])=[C:6]([Cl:11])[N:5]=[CH:4][N:3]=1.[CH2:12]([O:19][C:20]1[CH:37]=[CH:36][C:23]([NH:24][CH2:25][C@H:26]([O:28][Si:29]([C:32]([CH3:35])([CH3:34])[CH3:33])([CH3:31])[CH3:30])[CH3:27])=[CH:22][CH:21]=1)[C:13]1[CH:18]=[CH:17][CH:16]=[CH:15][CH:14]=1.C(N(CC)CC)C. (5) The reactants are: [Cl:1][C:2]1[CH:3]=[CH:4][C:5]([C:38]#[N:39])=[C:6]([C:8]2[C:13]([O:14][CH3:15])=[CH:12][N:11]([CH:16]([CH2:30][CH:31]3[CH2:36][CH2:35][CH2:34][CH2:33][O:32]3)[C:17]([NH:19][C:20]3[CH:29]=[CH:28][CH:27]=[CH:26][C:21]=3[C:22]([O:24]C)=[O:23])=[O:18])[C:10](=[O:37])[CH:9]=2)[CH:7]=1.C(=O)([O-])[O-].[Cs+].[Cs+]. Given the product [Cl:1][C:2]1[CH:3]=[CH:4][C:5]([C:38]#[N:39])=[C:6]([C:8]2[C:13]([O:14][CH3:15])=[CH:12][N:11]([CH:16]([CH2:30][CH:31]3[CH2:36][CH2:35][CH2:34][CH2:33][O:32]3)[C:17]([NH:19][C:20]3[CH:29]=[CH:28][CH:27]=[CH:26][C:21]=3[C:22]([OH:24])=[O:23])=[O:18])[C:10](=[O:37])[CH:9]=2)[CH:7]=1, predict the reactants needed to synthesize it. (6) Given the product [CH3:15][N:10]1[C:11]2[C:7](=[C:6]([N+:3]([O-:5])=[O:4])[CH:14]=[CH:13][CH:12]=2)[CH:8]=[N:9]1, predict the reactants needed to synthesize it. The reactants are: [H-].[Na+].[N+:3]([C:6]1[CH:14]=[CH:13][CH:12]=[C:11]2[C:7]=1[CH:8]=[N:9][NH:10]2)([O-:5])=[O:4].[CH3:15]I.O. (7) The reactants are: [NH2:1][C:2]1[CH:7]=[CH:6][CH:5]=[CH:4][C:3]=1[NH:8][C:9]1[N:14]=[CH:13][N:12]=[C:11]([N:15]([CH3:31])[C:16]([NH:18][C:19]2[C:24]([Cl:25])=[C:23]([O:26][CH3:27])[CH:22]=[C:21]([O:28][CH3:29])[C:20]=2[Cl:30])=[O:17])[CH:10]=1.C(N(CC)CC)C.[Cl:39]/[CH:40]=[CH:41]\[C:42](O)=[O:43].C(Cl)Cl.C(P1(=O)OP(=O)(CCC)OP(=O)(CCC)O1)CC. Given the product [Cl:39]/[CH:40]=[CH:41]\[C:42]([NH:1][C:2]1[CH:7]=[CH:6][CH:5]=[CH:4][C:3]=1[NH:8][C:9]1[CH:10]=[C:11]([N:15]([CH3:31])[C:16]([NH:18][C:19]2[C:20]([Cl:30])=[C:21]([O:28][CH3:29])[CH:22]=[C:23]([O:26][CH3:27])[C:24]=2[Cl:25])=[O:17])[N:12]=[CH:13][N:14]=1)=[O:43], predict the reactants needed to synthesize it. (8) Given the product [Br:1][C:2]1[C:3]([CH3:19])=[C:4]([N:8]2[C:16](=[O:17])[C:15]3[CH:14]=[CH:13][N:12]=[CH:11][C:10]=3[CH2:9]2)[CH:5]=[CH:6][CH:7]=1, predict the reactants needed to synthesize it. The reactants are: [Br:1][C:2]1[C:3]([CH3:19])=[C:4]([N:8]2[C:16](=[O:17])[C:15]3[CH:14]=[CH:13][N:12]=[CH:11][C:10]=3[C:9]2=O)[CH:5]=[CH:6][CH:7]=1.[BH4-].[Na+].BrC1C(C)=C(NC(=O)C2C(CO)=CC=NC=2)C=CC=1.BrC1C(C)=C(NC(=O)C2C=CN=CC=2CO)C=CC=1.C1(P(C2C=CC=CC=2)C2C=CC=CC=2)C=CC=CC=1.N(C(OCC)=O)=NC(OCC)=O.